This data is from Catalyst prediction with 721,799 reactions and 888 catalyst types from USPTO. The task is: Predict which catalyst facilitates the given reaction. Reactant: [C:1]([N:4]1[C:13]2[C:8](=[CH:9][C:10]([C:14]([O:16]CC)=[O:15])=[CH:11][CH:12]=2)[C@@H:7]([O:19][C:20]2[CH:25]=[CH:24][C:23]([N:26]3[CH2:31][CH2:30][O:29][CH2:28][CH2:27]3)=[CH:22][CH:21]=2)[CH2:6][C@@H:5]1[CH3:32])(=[O:3])[CH3:2].[OH-].[Na+].Cl. Product: [C:1]([N:4]1[C:13]2[C:8](=[CH:9][C:10]([C:14]([OH:16])=[O:15])=[CH:11][CH:12]=2)[CH:7]([O:19][C:20]2[CH:21]=[CH:22][C:23]([N:26]3[CH2:27][CH2:28][O:29][CH2:30][CH2:31]3)=[CH:24][CH:25]=2)[CH2:6][CH:5]1[CH3:32])(=[O:3])[CH3:2]. The catalyst class is: 8.